Task: Regression. Given two drug SMILES strings and cell line genomic features, predict the synergy score measuring deviation from expected non-interaction effect.. Dataset: NCI-60 drug combinations with 297,098 pairs across 59 cell lines (1) Drug 1: CC1=C2C(C(=O)C3(C(CC4C(C3C(C(C2(C)C)(CC1OC(=O)C(C(C5=CC=CC=C5)NC(=O)OC(C)(C)C)O)O)OC(=O)C6=CC=CC=C6)(CO4)OC(=O)C)O)C)O. Drug 2: B(C(CC(C)C)NC(=O)C(CC1=CC=CC=C1)NC(=O)C2=NC=CN=C2)(O)O. Cell line: PC-3. Synergy scores: CSS=42.8, Synergy_ZIP=-6.67, Synergy_Bliss=-8.68, Synergy_Loewe=-10.2, Synergy_HSA=-6.84. (2) Drug 1: C1CCN(CC1)CCOC2=CC=C(C=C2)C(=O)C3=C(SC4=C3C=CC(=C4)O)C5=CC=C(C=C5)O. Drug 2: C#CCC(CC1=CN=C2C(=N1)C(=NC(=N2)N)N)C3=CC=C(C=C3)C(=O)NC(CCC(=O)O)C(=O)O. Cell line: SF-295. Synergy scores: CSS=1.60, Synergy_ZIP=-1.60, Synergy_Bliss=-3.45, Synergy_Loewe=1.87, Synergy_HSA=-4.14. (3) Drug 1: C1=CN(C(=O)N=C1N)C2C(C(C(O2)CO)O)O.Cl. Drug 2: C1CN(P(=O)(OC1)NCCCl)CCCl. Cell line: HS 578T. Synergy scores: CSS=21.5, Synergy_ZIP=7.35, Synergy_Bliss=4.09, Synergy_Loewe=-18.4, Synergy_HSA=0.298. (4) Drug 1: CC1CCC2CC(C(=CC=CC=CC(CC(C(=O)C(C(C(=CC(C(=O)CC(OC(=O)C3CCCCN3C(=O)C(=O)C1(O2)O)C(C)CC4CCC(C(C4)OC)O)C)C)O)OC)C)C)C)OC. Drug 2: C1CC(=O)NC(=O)C1N2C(=O)C3=CC=CC=C3C2=O. Cell line: HL-60(TB). Synergy scores: CSS=5.12, Synergy_ZIP=-2.96, Synergy_Bliss=-6.11, Synergy_Loewe=-2.51, Synergy_HSA=-7.33. (5) Drug 1: C1=CC(=CC=C1CC(C(=O)O)N)N(CCCl)CCCl.Cl. Drug 2: CC(C1=C(C=CC(=C1Cl)F)Cl)OC2=C(N=CC(=C2)C3=CN(N=C3)C4CCNCC4)N. Cell line: IGROV1. Synergy scores: CSS=18.0, Synergy_ZIP=-5.49, Synergy_Bliss=1.70, Synergy_Loewe=-1.38, Synergy_HSA=1.75. (6) Drug 1: CC1C(C(CC(O1)OC2CC(OC(C2O)C)OC3=CC4=CC5=C(C(=O)C(C(C5)C(C(=O)C(C(C)O)O)OC)OC6CC(C(C(O6)C)O)OC7CC(C(C(O7)C)O)OC8CC(C(C(O8)C)O)(C)O)C(=C4C(=C3C)O)O)O)O. Drug 2: CC1C(C(CC(O1)OC2CC(CC3=C2C(=C4C(=C3O)C(=O)C5=CC=CC=C5C4=O)O)(C(=O)C)O)N)O. Cell line: DU-145. Synergy scores: CSS=38.6, Synergy_ZIP=4.60, Synergy_Bliss=5.87, Synergy_Loewe=-9.71, Synergy_HSA=5.44. (7) Drug 1: COC1=CC(=CC(=C1O)OC)C2C3C(COC3=O)C(C4=CC5=C(C=C24)OCO5)OC6C(C(C7C(O6)COC(O7)C8=CC=CS8)O)O. Drug 2: CCC(=C(C1=CC=CC=C1)C2=CC=C(C=C2)OCCN(C)C)C3=CC=CC=C3.C(C(=O)O)C(CC(=O)O)(C(=O)O)O. Cell line: MOLT-4. Synergy scores: CSS=66.4, Synergy_ZIP=1.37, Synergy_Bliss=0.918, Synergy_Loewe=-24.1, Synergy_HSA=0.971. (8) Drug 1: CC(C1=C(C=CC(=C1Cl)F)Cl)OC2=C(N=CC(=C2)C3=CN(N=C3)C4CCNCC4)N. Drug 2: CNC(=O)C1=NC=CC(=C1)OC2=CC=C(C=C2)NC(=O)NC3=CC(=C(C=C3)Cl)C(F)(F)F. Cell line: IGROV1. Synergy scores: CSS=3.06, Synergy_ZIP=-8.43, Synergy_Bliss=-13.6, Synergy_Loewe=-15.8, Synergy_HSA=-14.8. (9) Drug 2: CN(C(=O)NC(C=O)C(C(C(CO)O)O)O)N=O. Synergy scores: CSS=-4.57, Synergy_ZIP=2.33, Synergy_Bliss=-2.54, Synergy_Loewe=-8.75, Synergy_HSA=-10.0. Cell line: COLO 205. Drug 1: CC1=C(C=C(C=C1)NC2=NC=CC(=N2)N(C)C3=CC4=NN(C(=C4C=C3)C)C)S(=O)(=O)N.Cl. (10) Drug 1: CC1=C(C(CCC1)(C)C)C=CC(=CC=CC(=CC(=O)O)C)C. Drug 2: CC1=C(N=C(N=C1N)C(CC(=O)N)NCC(C(=O)N)N)C(=O)NC(C(C2=CN=CN2)OC3C(C(C(C(O3)CO)O)O)OC4C(C(C(C(O4)CO)O)OC(=O)N)O)C(=O)NC(C)C(C(C)C(=O)NC(C(C)O)C(=O)NCCC5=NC(=CS5)C6=NC(=CS6)C(=O)NCCC[S+](C)C)O. Cell line: OVCAR3. Synergy scores: CSS=7.65, Synergy_ZIP=-3.54, Synergy_Bliss=-1.88, Synergy_Loewe=-13.9, Synergy_HSA=-3.56.